Dataset: Peptide-MHC class I binding affinity with 185,985 pairs from IEDB/IMGT. Task: Regression. Given a peptide amino acid sequence and an MHC pseudo amino acid sequence, predict their binding affinity value. This is MHC class I binding data. (1) The peptide sequence is ILFQNNDINA. The MHC is HLA-A02:02 with pseudo-sequence HLA-A02:02. The binding affinity (normalized) is 0.709. (2) The peptide sequence is FRISGRGGK. The MHC is HLA-B58:01 with pseudo-sequence HLA-B58:01. The binding affinity (normalized) is 0.0847. (3) The peptide sequence is YSDPLALKE. The MHC is HLA-A01:01 with pseudo-sequence HLA-A01:01. The binding affinity (normalized) is 0.469. (4) The peptide sequence is ATSTGNYNY. The MHC is HLA-A11:01 with pseudo-sequence HLA-A11:01. The binding affinity (normalized) is 0.583. (5) The peptide sequence is LTFIRSTMSL. The MHC is HLA-B08:01 with pseudo-sequence HLA-B08:01. The binding affinity (normalized) is 0.647.